This data is from Catalyst prediction with 721,799 reactions and 888 catalyst types from USPTO. The task is: Predict which catalyst facilitates the given reaction. Reactant: [CH:1]([O:14][C:15]1[C:24]2[N:23]=[CH:22][CH:21]=[CH:20][C:19]=2[C:18]([C:25](O)=[O:26])=[C:17]2[CH2:28][N:29]([CH2:32][C:33]3[CH:38]=[CH:37][C:36]([F:39])=[CH:35][CH:34]=3)[C:30](=[O:31])[C:16]=12)([C:8]1[CH:13]=[CH:12][CH:11]=[CH:10][CH:9]=1)[C:2]1[CH:7]=[CH:6][CH:5]=[CH:4][CH:3]=1.CN(C(ON1N=NC2[CH:51]=[CH:52][CH:53]=NC1=2)=[N+](C)C)C.F[P-](F)(F)(F)(F)F.[C:64]([OH:67])(=[O:66])C.C(OC(=O)C(O[P:75]([CH2:84][CH2:85][NH2:86])([O:77][C:78]1[CH:83]=[CH:82][CH:81]=[CH:80][CH:79]=1)=[O:76])C)C.[CH3:88][CH2:89]N(C(C)C)C(C)C. Product: [CH2:88]([O:67][C:64](=[O:66])[CH:52]([CH3:51])[CH2:53][P:75]([CH2:84][CH2:85][NH:86][C:25]([C:18]1[C:19]2[CH:20]=[CH:21][CH:22]=[N:23][C:24]=2[C:15]([O:14][CH:1]([C:2]2[CH:7]=[CH:6][CH:5]=[CH:4][CH:3]=2)[C:8]2[CH:13]=[CH:12][CH:11]=[CH:10][CH:9]=2)=[C:16]2[C:30](=[O:31])[N:29]([CH2:32][C:33]3[CH:34]=[CH:35][C:36]([F:39])=[CH:37][CH:38]=3)[CH2:28][C:17]=12)=[O:26])([O:77][C:78]1[CH:79]=[CH:80][CH:81]=[CH:82][CH:83]=1)=[O:76])[CH3:89]. The catalyst class is: 3.